Dataset: Full USPTO retrosynthesis dataset with 1.9M reactions from patents (1976-2016). Task: Predict the reactants needed to synthesize the given product. (1) Given the product [CH3:9][O:8][C:5]1[N:6]=[CH:7][C:2]([C:16]2[CH:15]=[CH:14][C:13]([C:20]([O:22][CH3:25])=[O:21])=[CH:12][CH:11]=2)=[CH:3][CH:4]=1, predict the reactants needed to synthesize it. The reactants are: Br[C:2]1[CH:3]=[CH:4][C:5]([O:8][CH3:9])=[N:6][CH:7]=1.C[C:11]1[CH:16]=[CH:15][C:14](B(O)O)=[C:13]([C:20]([OH:22])=[O:21])[CH:12]=1.[F-].[Cs+].[CH3:25]OCCOC. (2) The reactants are: [CH3:1][CH:2]1[CH2:7][NH:6][CH2:5][CH:4]([CH3:8])[N:3]1[C:9]1[S:10][C:11]2[CH:17]=[C:16]([C:18]([F:21])([F:20])[F:19])[CH:15]=[CH:14][C:12]=2[N:13]=1.Br[CH2:23][CH2:24][O:25][Si](C(C)(C)C)(C)C.C(=O)([O-])[O-].[K+].[K+].CN(C)C=O. Given the product [CH3:8][CH:4]1[N:3]([C:9]2[S:10][C:11]3[CH:17]=[C:16]([C:18]([F:21])([F:20])[F:19])[CH:15]=[CH:14][C:12]=3[N:13]=2)[CH:2]([CH3:1])[CH2:7][N:6]([CH2:23][CH2:24][OH:25])[CH2:5]1, predict the reactants needed to synthesize it. (3) Given the product [C:15]([NH:1][C:2]1[CH:14]=[CH:13][C:5]2[C:6]([C:9]([O:11][CH3:12])=[O:10])=[N:7][O:8][C:4]=2[CH:3]=1)(=[O:17])[CH3:16], predict the reactants needed to synthesize it. The reactants are: [NH2:1][C:2]1[CH:14]=[CH:13][C:5]2[C:6]([C:9]([O:11][CH3:12])=[O:10])=[N:7][O:8][C:4]=2[CH:3]=1.[C:15](OC(=O)C)(=[O:17])[CH3:16]. (4) Given the product [Cl:72][C:70]1[CH:69]=[C:68]([CH3:73])[N:67]=[C:66]([N:8]2[CH2:17][CH2:16][C:15]3[C:14]([N:18]4[CH2:23][CH2:22][O:21][CH2:20][CH2:19]4)=[N:13][C:12]([C:24]4[CH:29]=[CH:28][C:27]([NH:30][C:31]([NH:33][CH2:34][CH3:35])=[O:32])=[CH:26][CH:25]=4)=[N:11][C:10]=3[CH2:9]2)[N:71]=1, predict the reactants needed to synthesize it. The reactants are: ClC1N=C([N:8]2[CH2:17][CH2:16][C:15]3[C:14]([N:18]4[CH2:23][CH2:22][O:21][CH2:20][CH2:19]4)=[N:13][C:12]([C:24]4[CH:29]=[CH:28][C:27]([NH:30][C:31]([NH:33][CH2:34][CH3:35])=[O:32])=[CH:26][CH:25]=4)=[N:11][C:10]=3[CH2:9]2)C=C(C)N=1.C(NC(NC1C=CC(C2N=C(N3CCOCC3)C3CCNCC=3N=2)=CC=1)=O)C.Cl[C:66]1[N:71]=[C:70]([Cl:72])[CH:69]=[C:68]([CH3:73])[N:67]=1.CN(C)C=O.C(N(CC)C(C)C)(C)C.